This data is from Reaction yield outcomes from USPTO patents with 853,638 reactions. The task is: Predict the reaction yield, written as a fraction of the theoretical maximum amount of product (1.0 means a 100% yield; for example, 0.34 means a 34% yield). (1) The reactants are [Cl:1][C:2]1[N:3]=[C:4]([N:13]2[CH2:18][CH2:17][O:16][CH2:15][CH2:14]2)[C:5]2[S:10][C:9]([CH:11]=O)=[CH:8][C:6]=2[N:7]=1.C1COCC1.[CH3:24][NH2:25]. The catalyst is C1(C)C=CC=CC=1.O. The product is [Cl:1][C:2]1[N:3]=[C:4]([N:13]2[CH2:18][CH2:17][O:16][CH2:15][CH2:14]2)[C:5]2[S:10][C:9]([CH2:11][NH:25][CH3:24])=[CH:8][C:6]=2[N:7]=1. The yield is 0.530. (2) The reactants are [NH2:1][C:2]1[C:3]([Cl:12])=[C:4]([CH:9]=[CH:10][CH:11]=1)[C:5]([O:7]C)=O.[F:13][C:14]1[CH:19]=[CH:18][C:17]([F:20])=[CH:16][C:15]=1[S:21](Cl)(=[O:23])=[O:22].[Li+].C[Si]([N-][Si](C)(C)C)(C)C.[Cl:35][C:36]1[N:41]=[C:40]([CH3:42])[CH:39]=[CH:38][N:37]=1. The catalyst is N1C=CC=CC=1.C1COCC1. The product is [Cl:12][C:3]1[C:4](/[C:5](/[OH:7])=[CH:42]\[C:40]2[CH:39]=[CH:38][N:37]=[C:36]([Cl:35])[N:41]=2)=[CH:9][CH:10]=[CH:11][C:2]=1[NH:1][S:21]([C:15]1[CH:16]=[C:17]([F:20])[CH:18]=[CH:19][C:14]=1[F:13])(=[O:23])=[O:22]. The yield is 0.168. (3) The reactants are Br[C:2]1[N:7]=[C:6]([CH:8]=[O:9])[CH:5]=[CH:4][C:3]=1[O:10][CH2:11][CH2:12][O:13][Si:14]([C:17]([CH3:20])([CH3:19])[CH3:18])([CH3:16])[CH3:15].CC1(C)C(C)(C)OB([C:29]2[CH:34]=[CH:33][C:32]([C:35](=[O:37])[CH3:36])=[CH:31][CH:30]=2)O1.C([O-])([O-])=O.[Na+].[Na+]. The catalyst is C1C=CC([P]([Pd]([P](C2C=CC=CC=2)(C2C=CC=CC=2)C2C=CC=CC=2)([P](C2C=CC=CC=2)(C2C=CC=CC=2)C2C=CC=CC=2)[P](C2C=CC=CC=2)(C2C=CC=CC=2)C2C=CC=CC=2)(C2C=CC=CC=2)C2C=CC=CC=2)=CC=1. The product is [C:35]([C:32]1[CH:33]=[CH:34][C:29]([C:2]2[N:7]=[C:6]([CH:8]=[O:9])[CH:5]=[CH:4][C:3]=2[O:10][CH2:11][CH2:12][O:13][Si:14]([C:17]([CH3:20])([CH3:19])[CH3:18])([CH3:16])[CH3:15])=[CH:30][CH:31]=1)(=[O:37])[CH3:36]. The yield is 0.630. (4) The reactants are [O:1]([C:8]1[CH:21]=[CH:20][CH:19]=[CH:18][C:9]=1[NH:10][C:11](OC(C)(C)C)=O)[C:2]1[CH:7]=[CH:6][CH:5]=[CH:4][CH:3]=1.[Li]. The product is [CH3:11][NH:10][C:9]1[CH:18]=[CH:19][CH:20]=[CH:21][C:8]=1[O:1][C:2]1[CH:7]=[CH:6][CH:5]=[CH:4][CH:3]=1. The yield is 0.940. The catalyst is O1CCCC1. (5) The reactants are [F:1][C:2]1[C:7]2[N:8]=C(C)[S:10][C:6]=2[C:5]([F:12])=[CH:4][C:3]=1[F:13].[ClH:14].O1CCOCC1. The catalyst is C(O)CO.[OH-].[Na+]. The product is [ClH:14].[NH2:8][C:7]1[C:2]([F:1])=[C:3]([F:13])[CH:4]=[C:5]([F:12])[C:6]=1[SH:10]. The yield is 0.730. (6) The yield is 0.660. The catalyst is O. The product is [CH:10]([C:26]1[CH:27]=[CH:7][C:5]([C:2]2[S:3][C:4]([CH3:25])=[C:5]([CH2:7][CH2:8][O:9][C:10]3[CH:11]=[C:12]4[C:16](=[CH:17][CH:18]=3)[C@H:15]([CH2:19][C:20]([OH:22])=[O:21])[CH2:14][CH2:13]4)[N:6]=2)=[CH:4][CH:25]=1)([CH3:11])[CH3:18]. The reactants are Br[C:2]1[S:3][C:4]([CH3:25])=[C:5]([CH2:7][CH2:8][O:9][C:10]2[CH:11]=[C:12]3[C:16](=[CH:17][CH:18]=2)[C@H:15]([CH2:19][C:20]([O:22]CC)=[O:21])[CH2:14][CH2:13]3)[N:6]=1.[CH3:26][CH2:27]O.[Li+].[OH-]. (7) The reactants are [C:1]([C:4]1[CH:9]=[CH:8][CH:7]=[CH:6][C:5]=1[NH:10][C:11]([C:13]1[CH:18]=[CH:17][CH:16]=[C:15]([CH3:19])[N:14]=1)=O)(=[O:3])[NH2:2]. The catalyst is [OH-].[K+]. The yield is 0.730. The product is [CH3:19][C:15]1[N:14]=[C:13]([C:11]2[NH:2][C:1](=[O:3])[C:4]3[C:5](=[CH:6][CH:7]=[CH:8][CH:9]=3)[N:10]=2)[CH:18]=[CH:17][CH:16]=1. (8) The reactants are [CH3:1][O:2][C:3](=[O:23])[C:4]1[CH:9]=[CH:8][C:7]([CH2:10][N:11]2[CH:20]=[CH:19][C:18]3[C:13](=[CH:14][C:15](Br)=[CH:16][CH:17]=3)[C:12]2=[O:22])=[CH:6][CH:5]=1.[C:24]1([CH2:30][C:31]#[CH:32])[CH:29]=[CH:28][CH:27]=[CH:26][CH:25]=1.C(N(CC)CC)C. The catalyst is CN(C)C=O.[Cu]I.C1C=CC([P]([Pd]([P](C2C=CC=CC=2)(C2C=CC=CC=2)C2C=CC=CC=2)([P](C2C=CC=CC=2)(C2C=CC=CC=2)C2C=CC=CC=2)[P](C2C=CC=CC=2)(C2C=CC=CC=2)C2C=CC=CC=2)(C2C=CC=CC=2)C2C=CC=CC=2)=CC=1. The product is [CH3:1][O:2][C:3](=[O:23])[C:4]1[CH:9]=[CH:8][C:7]([CH2:10][N:11]2[CH:20]=[CH:19][C:18]3[C:13](=[CH:14][C:15]([C:32]#[C:31][CH2:30][C:24]4[CH:29]=[CH:28][CH:27]=[CH:26][CH:25]=4)=[CH:16][CH:17]=3)[C:12]2=[O:22])=[CH:6][CH:5]=1. The yield is 0.287.